Dataset: NCI-60 drug combinations with 297,098 pairs across 59 cell lines. Task: Regression. Given two drug SMILES strings and cell line genomic features, predict the synergy score measuring deviation from expected non-interaction effect. Drug 1: C1CCC(C1)C(CC#N)N2C=C(C=N2)C3=C4C=CNC4=NC=N3. Drug 2: CC(C1=C(C=CC(=C1Cl)F)Cl)OC2=C(N=CC(=C2)C3=CN(N=C3)C4CCNCC4)N. Cell line: OVCAR3. Synergy scores: CSS=-2.17, Synergy_ZIP=4.41, Synergy_Bliss=2.05, Synergy_Loewe=-1.91, Synergy_HSA=-3.18.